Dataset: Catalyst prediction with 721,799 reactions and 888 catalyst types from USPTO. Task: Predict which catalyst facilitates the given reaction. (1) Reactant: [CH2:1]([O:8][C:9]1[C:10](=[O:35])[CH:11]=[C:12]([CH:29]([OH:34])[C:30]([CH3:33])([CH3:32])[CH3:31])[N:13]2[CH2:18][CH2:17][N:16]([CH2:19][C:20]3[CH:25]=[CH:24][C:23]([Cl:26])=[C:22]([Cl:27])[CH:21]=3)[C:15](=[O:28])[C:14]=12)[C:2]1[CH:7]=[CH:6][CH:5]=[CH:4][CH:3]=1.CC(OI1(OC(C)=O)(OC(C)=O)OC(=O)C2C=CC=CC1=2)=O.C(=O)([O-])O.[Na+].S([O-])([O-])=O.[Na+].[Na+]. Product: [CH2:1]([O:8][C:9]1[C:10](=[O:35])[CH:11]=[C:12]([C:29](=[O:34])[C:30]([CH3:31])([CH3:32])[CH3:33])[N:13]2[CH2:18][CH2:17][N:16]([CH2:19][C:20]3[CH:25]=[CH:24][C:23]([Cl:26])=[C:22]([Cl:27])[CH:21]=3)[C:15](=[O:28])[C:14]=12)[C:2]1[CH:7]=[CH:6][CH:5]=[CH:4][CH:3]=1. The catalyst class is: 22. (2) Reactant: [Br:1][C:2]1[CH:7]=[CH:6][C:5]([C:8]2[CH:16]=[CH:15][C:11]([C:12](O)=[O:13])=[CH:10][CH:9]=2)=[CH:4][CH:3]=1.[CH3:17][S:18]([NH2:21])(=[O:20])=[O:19].N12CCCN=C1CCCCC2. Product: [Br:1][C:2]1[CH:7]=[CH:6][C:5]([C:8]2[CH:16]=[CH:15][C:11]([C:12]([NH:21][S:18]([CH3:17])(=[O:20])=[O:19])=[O:13])=[CH:10][CH:9]=2)=[CH:4][CH:3]=1. The catalyst class is: 9. (3) Reactant: [C:1]([C:5]1[CH:10]=[CH:9][CH:8]=[C:7]([C:11]([CH3:14])([CH3:13])[CH3:12])[C:6]=1[OH:15])([CH3:4])([CH3:3])[CH3:2].C(=O)([O-])[O-].[K+].[K+].Cl[C:23]1[CH:28]=[CH:27][C:26]([N+:29]([O-:31])=[O:30])=[CH:25][CH:24]=1. Product: [C:11]([C:7]1[CH:8]=[C:9]([C:23]2[CH:28]=[CH:27][C:26]([N+:29]([O-:31])=[O:30])=[CH:25][CH:24]=2)[CH:10]=[C:5]([C:1]([CH3:4])([CH3:3])[CH3:2])[C:6]=1[OH:15])([CH3:14])([CH3:13])[CH3:12]. The catalyst class is: 16. (4) Reactant: [N:1]([C@@H:4]([C@H:7]([OH:17])[CH2:8][O:9][CH2:10][C:11]1[CH:16]=[CH:15][CH:14]=[CH:13][CH:12]=1)[CH2:5][OH:6])=[N+:2]=[N-:3].C(N(CC)CC)C.[C:25]1([CH3:35])[CH:30]=[CH:29][C:28]([S:31](Cl)(=[O:33])=[O:32])=[CH:27][CH:26]=1. Product: [CH3:35][C:25]1[CH:30]=[CH:29][C:28]([S:31]([O:6][CH2:5][C@@H:4]([N:1]=[N+:2]=[N-:3])[C@H:7]([OH:17])[CH2:8][O:9][CH2:10][C:11]2[CH:16]=[CH:15][CH:14]=[CH:13][CH:12]=2)(=[O:33])=[O:32])=[CH:27][CH:26]=1. The catalyst class is: 119.